From a dataset of Full USPTO retrosynthesis dataset with 1.9M reactions from patents (1976-2016). Predict the reactants needed to synthesize the given product. (1) Given the product [CH3:20][O:21][C:22]1[CH:27]=[CH:26][CH:25]=[CH:24][C:23]=1[C:28]1[C:29]([C:34]([N:3]2[CH2:4][C@@H:5]3[C@@H:1]([CH2:6]3)[C@H:2]2[CH2:7][NH:8][C:9]([C:11]2[CH:12]=[CH:13][CH:14]=[C:15]3[O:19][CH:18]=[CH:17][C:16]=23)=[O:10])=[O:35])=[CH:30][CH:31]=[CH:32][CH:33]=1, predict the reactants needed to synthesize it. The reactants are: [C@@H:1]12[CH2:6][C@@H:5]1[CH2:4][NH:3][C@@H:2]2[CH2:7][NH:8][C:9]([C:11]1[CH:12]=[CH:13][CH:14]=[C:15]2[O:19][CH:18]=[CH:17][C:16]=12)=[O:10].[CH3:20][O:21][C:22]1[CH:27]=[CH:26][CH:25]=[CH:24][C:23]=1[C:28]1[C:29]([C:34](O)=[O:35])=[CH:30][CH:31]=[CH:32][CH:33]=1. (2) Given the product [C:1]([C:3]1[S:7][C:6]([NH:8][C:9](=[O:16])[CH2:10][CH2:11][C:12]([OH:14])=[O:13])=[N:5][CH:4]=1)#[N:2], predict the reactants needed to synthesize it. The reactants are: [C:1]([C:3]1[S:7][C:6]([NH:8][C:9](=[O:16])[CH2:10][CH2:11][C:12]([O:14]C)=[O:13])=[N:5][CH:4]=1)#[N:2].O.[OH-].[Li+].ClCCl.Cl. (3) Given the product [C:2]([CH:4]1[C:13]2([CH2:14][CH2:15][N:16]([C:19]([O:21][C:22]([CH3:25])([CH3:24])[CH3:23])=[O:20])[CH2:17][CH2:18]2)[O:12][C:11]2[C:6](=[CH:7][CH:8]=[CH:9][CH:10]=2)[C:5]1=[O:26])(=[O:1])[CH3:3], predict the reactants needed to synthesize it. The reactants are: [OH:1][CH:2]([CH:4]1[C:13]2([CH2:18][CH2:17][N:16]([C:19]([O:21][C:22]([CH3:25])([CH3:24])[CH3:23])=[O:20])[CH2:15][CH2:14]2)[O:12][C:11]2[C:6](=[CH:7][CH:8]=[CH:9][CH:10]=2)[C:5]1=[O:26])[CH3:3].CC(OI1(OC(C)=O)(OC(C)=O)OC(=O)C2C=CC=CC1=2)=O. (4) Given the product [CH3:13][N:14]1[CH2:19][CH2:18][CH:17]([O:20][C:4]2[CH:9]=[CH:8][C:7]([N+:10]([O-:12])=[O:11])=[CH:6][N:5]=2)[CH2:16][CH2:15]1, predict the reactants needed to synthesize it. The reactants are: [H-].[Na+].Cl[C:4]1[CH:9]=[CH:8][C:7]([N+:10]([O-:12])=[O:11])=[CH:6][N:5]=1.[CH3:13][N:14]1[CH2:19][CH2:18][CH:17]([OH:20])[CH2:16][CH2:15]1. (5) Given the product [Cl:1][C:2]1[CH:3]=[CH:4][C:5]2[CH2:6][N:7]([CH2:20][CH2:21][F:22])[CH2:8][CH:9]([C:13]3[CH:18]=[CH:17][CH:16]=[CH:15][CH:14]=3)[O:10][C:11]=2[N:12]=1, predict the reactants needed to synthesize it. The reactants are: [Cl:1][C:2]1[CH:3]=[CH:4][C:5]2[CH2:6][NH:7][CH2:8][CH:9]([C:13]3[CH:18]=[CH:17][CH:16]=[CH:15][CH:14]=3)[O:10][C:11]=2[N:12]=1.Br[CH2:20][CH2:21][F:22].C(N(C(C)C)C(C)C)C. (6) The reactants are: [Cl:1][C:2]1[N:3]=[C:4]([C:9]([NH:11][C@H:12]2[CH2:17][CH2:16][N:15]([C:18]3[O:19][C:20]([CH2:30][CH2:31][CH3:32])=[C:21]([C:23]([O:25]CCCC)=[O:24])[N:22]=3)[CH2:14][C@H:13]2[O:33][CH3:34])=[O:10])[NH:5][C:6]=1[CH2:7][CH3:8].[OH-].[Li+].CO. Given the product [Cl:1][C:2]1[N:3]=[C:4]([C:9]([NH:11][C@H:12]2[CH2:17][CH2:16][N:15]([C:18]3[O:19][C:20]([CH2:30][CH2:31][CH3:32])=[C:21]([C:23]([OH:25])=[O:24])[N:22]=3)[CH2:14][C@H:13]2[O:33][CH3:34])=[O:10])[NH:5][C:6]=1[CH2:7][CH3:8], predict the reactants needed to synthesize it. (7) Given the product [ClH:19].[ClH:19].[N:1]12[CH2:6][CH2:5][CH:4]([CH2:7][CH2:8]1)[CH:3]([NH:9][C:10]1[CH:11]=[C:12]3[C:16](=[CH:17][CH:18]=1)[NH:15][N:14]=[CH:13]3)[CH2:2]2, predict the reactants needed to synthesize it. The reactants are: [N:1]12[CH2:8][CH2:7][CH:4]([CH2:5][CH2:6]1)[CH:3]([NH:9][C:10]1[CH:11]=[C:12]3[C:16](=[CH:17][CH:18]=1)[NH:15][N:14]=[CH:13]3)[CH2:2]2.[ClH:19].C(OCC)C.C(OCC)C.